From a dataset of Forward reaction prediction with 1.9M reactions from USPTO patents (1976-2016). Predict the product of the given reaction. (1) Given the reactants [S:1]([C:5]1[S:9][C:8]([C:10]#[N:11])=[CH:7][CH:6]=1)(=[O:4])(=[O:3])[NH2:2].Cl.[NH2:13][OH:14].C(=O)([O-])[O-].[Na+].[Na+], predict the reaction product. The product is: [OH:14][NH:13][C:10]([C:8]1[S:9][C:5]([S:1](=[O:4])(=[O:3])[NH2:2])=[CH:6][CH:7]=1)=[NH:11]. (2) Given the reactants Cl.[CH3:2][O:3][C:4]1[CH:12]=[C:11]([NH:13][NH2:14])[CH:10]=[CH:9][C:5]=1[C:6]([OH:8])=[O:7].[CH3:15][C:16]([CH3:23])([CH3:22])[C:17](=O)[CH2:18][C:19]#[N:20].Cl.[OH-].[Na+], predict the reaction product. The product is: [NH2:20][C:19]1[N:13]([C:11]2[CH:10]=[CH:9][C:5]([C:6]([OH:8])=[O:7])=[C:4]([O:3][CH3:2])[CH:12]=2)[N:14]=[C:17]([C:16]([CH3:23])([CH3:22])[CH3:15])[CH:18]=1. (3) Given the reactants [F:1][C:2]1[CH:3]=[C:4]([CH:45]=[CH:46][CH:47]=1)[CH2:5][N:6]1[CH:10]=[C:9]([C:11]2[C:19]3[C:14](=[N:15][CH:16]=[C:17]([C:20]4[CH:25]=[CH:24][CH:23]=[C:22]([N:26]5[CH2:31][CH2:30][N:29]([CH:32]([CH3:34])[CH3:33])[CH2:28][CH2:27]5)[CH:21]=4)[CH:18]=3)[N:13](S(C3C=CC(C)=CC=3)(=O)=O)[CH:12]=2)[CH:8]=[N:7]1.[OH-].[Li+], predict the reaction product. The product is: [F:1][C:2]1[CH:3]=[C:4]([CH:45]=[CH:46][CH:47]=1)[CH2:5][N:6]1[CH:10]=[C:9]([C:11]2[C:19]3[C:14](=[N:15][CH:16]=[C:17]([C:20]4[CH:25]=[CH:24][CH:23]=[C:22]([N:26]5[CH2:31][CH2:30][N:29]([CH:32]([CH3:34])[CH3:33])[CH2:28][CH2:27]5)[CH:21]=4)[CH:18]=3)[NH:13][CH:12]=2)[CH:8]=[N:7]1. (4) Given the reactants [Cl:1][C:2]1[CH:7]=[C:6]([NH:8][CH:9]2[CH2:14][CH2:13][N:12]([CH:15]3[CH2:20][CH2:19][O:18][CH2:17][CH2:16]3)[CH2:11][CH2:10]2)[C:5]([NH2:21])=[CH:4][C:3]=1[C:22]([F:25])([F:24])[F:23].[C:26](C1NC=CN=1)(C1NC=CN=1)=[O:27].C(OCC)(=O)C, predict the reaction product. The product is: [Cl:1][C:2]1[C:3]([C:22]([F:23])([F:25])[F:24])=[CH:4][C:5]2[NH:21][C:26](=[O:27])[N:8]([CH:9]3[CH2:10][CH2:11][N:12]([CH:15]4[CH2:20][CH2:19][O:18][CH2:17][CH2:16]4)[CH2:13][CH2:14]3)[C:6]=2[CH:7]=1. (5) Given the reactants [Cl:1][C:2]1[CH:7]=[CH:6][C:5](I)=[CH:4][CH:3]=1.C(=O)([O-])[O-].[Cs+].[Cs+].[CH3:15][C:16]1[NH:17][CH:18]=[CH:19][N:20]=1.[C@@H]1(N)CCCC[C@H]1N, predict the reaction product. The product is: [Cl:1][C:2]1[CH:7]=[CH:6][C:5]([N:17]2[CH:18]=[CH:19][N:20]=[C:16]2[CH3:15])=[CH:4][CH:3]=1. (6) Given the reactants [CH3:1][N:2]1[C@@H:19]2[CH2:20][C:7]3[CH:8]=[CH:9][C:10]([O:22][CH3:23])=[C:11]4[O:12][C@H:13]5[C:14]([CH2:16][CH2:17][C@:18]2([OH:21])[C@:5]5([C:6]=34)[CH2:4][CH2:3]1)=[O:15].[OH2:24], predict the reaction product. The product is: [CH3:1][N:2]1[C@@H:19]2[CH2:20][C:7]3[CH:8]=[CH:9][C:10]([O:22][CH3:23])=[C:11]4[O:12][C@H:13]5[C:14]([CH2:16][CH2:17][C@:18]2([OH:21])[C@:5]5([C:6]=34)[CH2:4][CH2:3]1)=[O:15].[OH-:24].[NH4+:2].